From a dataset of Full USPTO retrosynthesis dataset with 1.9M reactions from patents (1976-2016). Predict the reactants needed to synthesize the given product. Given the product [CH3:11][CH:10]([CH2:12][CH2:13][CH2:14][C@H:15]([C@@H:17]1[C@:35]2([CH3:36])[C@H:20]([C@H:21]3[C@H:32]([CH2:33][CH2:34]2)[C@:30]2([CH3:31])[C:24]([CH2:25][C@H:26]([CH2:28][CH2:29]2)[SH:27])=[CH:23][CH2:22]3)[CH2:19][CH2:18]1)[CH3:16])[CH3:9], predict the reactants needed to synthesize it. The reactants are: OC1CN[C@H](CO)C1.[CH3:9][CH:10]([CH2:12][CH2:13][CH2:14][C@H:15]([C@@H:17]1[C@:35]2([CH3:36])[C@H:20]([C@H:21]3[C@H:32]([CH2:33][CH2:34]2)[C@:30]2([CH3:31])[C:24]([CH2:25][C@H:26]([CH2:28][CH2:29]2)[SH:27])=[CH:23][CH2:22]3)[CH2:19][CH2:18]1)[CH3:16])[CH3:11].C([O-])(=O)CCC([O-])=O.[N+](C1C=CC(SSC2C=CC([N+]([O-])=O)=CN=2)=NC=1)([O-])=O.C1(P(C2C=CC=CC=2)C2C=CC=CC=2)C=CC=CC=1.